Predict the reactants needed to synthesize the given product. From a dataset of Full USPTO retrosynthesis dataset with 1.9M reactions from patents (1976-2016). Given the product [NH:1]1[C:9]2[C:4](=[CH:5][CH:6]=[C:7]([CH2:10][N:11]3[CH2:14][C:13](=[CH:15][C:16]4[CH:24]=[CH:23][C:19]([C:20]([NH:48][C:43]5[CH:44]=[CH:45][CH:46]=[CH:47][C:42]=5[NH:41][C:40](=[O:49])[O:39][C:35]([CH3:38])([CH3:36])[CH3:37])=[O:21])=[CH:18][C:17]=4[Cl:25])[CH2:12]3)[CH:8]=2)[CH:3]=[CH:2]1, predict the reactants needed to synthesize it. The reactants are: [NH:1]1[C:9]2[C:4](=[CH:5][CH:6]=[C:7]([CH2:10][N:11]3[CH2:14][C:13](=[CH:15][C:16]4[CH:24]=[CH:23][C:19]([C:20](O)=[O:21])=[CH:18][C:17]=4[Cl:25])[CH2:12]3)[CH:8]=2)[CH:3]=[CH:2]1.CCN(C(C)C)C(C)C.[C:35]([O:39][C:40](=[O:49])[NH:41][C:42]1[CH:47]=[CH:46][CH:45]=[CH:44][C:43]=1[NH2:48])([CH3:38])([CH3:37])[CH3:36].CN(C(ON1N=NC2C=CC=NC1=2)=[N+](C)C)C.F[P-](F)(F)(F)(F)F.